This data is from Forward reaction prediction with 1.9M reactions from USPTO patents (1976-2016). The task is: Predict the product of the given reaction. Given the reactants [C:1]([O:4][C@H:5]1[C@@:9]([CH3:17])([NH:10][C:11](=[O:16])[C:12]([F:15])([F:14])[F:13])[C@H:8]([N:18]2[CH:23]=[CH:22][C:21](=[O:24])[NH:20][C:19]2=[O:25])[O:7][C@@H:6]1[CH2:26][OH:27])(=[O:3])[CH3:2].C(N(C(C)C)[P:32]([O:38][CH2:39][CH2:40][C:41]#[N:42])[O:33][CH2:34][CH2:35][C:36]#[N:37])(C)C.N1C=NN=N1.II.[O-:53]S([O-])(=S)=O.[Na+].[Na+], predict the reaction product. The product is: [C:1]([O:4][C@H:5]1[C@@:9]([CH3:17])([NH:10][C:11](=[O:16])[C:12]([F:13])([F:14])[F:15])[C@H:8]([N:18]2[CH:23]=[CH:22][C:21](=[O:24])[NH:20][C:19]2=[O:25])[O:7][C@@H:6]1[CH2:26][O:27][P:32]([O:33][CH2:34][CH2:35][C:36]#[N:37])([O:38][CH2:39][CH2:40][C:41]#[N:42])=[O:53])(=[O:3])[CH3:2].